From a dataset of Catalyst prediction with 721,799 reactions and 888 catalyst types from USPTO. Predict which catalyst facilitates the given reaction. (1) The catalyst class is: 5. Product: [NH2:20][CH:9]([C:4]1[CH:5]=[CH:6][C:7]([Cl:8])=[C:2]([Cl:1])[CH:3]=1)[CH2:10][CH2:11][NH:12][C:13](=[O:19])[O:14][C:15]([CH3:17])([CH3:16])[CH3:18]. Reactant: [Cl:1][C:2]1[CH:3]=[C:4]([CH:9]([N:20]2C(=O)C3C(=CC=CC=3)C2=O)[CH2:10][CH2:11][NH:12][C:13](=[O:19])[O:14][C:15]([CH3:18])([CH3:17])[CH3:16])[CH:5]=[CH:6][C:7]=1[Cl:8].NN. (2) Reactant: C(OC([N:8]1[CH:12]=[CH:11][CH:10]=[C:9]1[C:13]1[CH:18]=[CH:17][C:16]([N:19]2[CH2:24][CH2:23][N:22]([CH:25]([C:32](=[O:38])[N:33]([CH2:36][CH3:37])[CH2:34][CH3:35])[C:26]3[CH:31]=[CH:30][CH:29]=[CH:28][CH:27]=3)[CH2:21][CH2:20]2)=[C:15]([F:39])[CH:14]=1)=O)(C)(C)C.[OH-].[Na+]. Product: [CH2:36]([N:33]([CH2:34][CH3:35])[C:32](=[O:38])[CH:25]([N:22]1[CH2:21][CH2:20][N:19]([C:16]2[CH:17]=[CH:18][C:13]([C:9]3[NH:8][CH:12]=[CH:11][CH:10]=3)=[CH:14][C:15]=2[F:39])[CH2:24][CH2:23]1)[C:26]1[CH:27]=[CH:28][CH:29]=[CH:30][CH:31]=1)[CH3:37]. The catalyst class is: 5.